Dataset: Peptide-MHC class II binding affinity with 134,281 pairs from IEDB. Task: Regression. Given a peptide amino acid sequence and an MHC pseudo amino acid sequence, predict their binding affinity value. This is MHC class II binding data. (1) The peptide sequence is HYKGSSFHRVIPGFM. The MHC is HLA-DQA10401-DQB10402 with pseudo-sequence HLA-DQA10401-DQB10402. The binding affinity (normalized) is 0.160. (2) The peptide sequence is GELQIKDKIDAAFKI. The MHC is DRB1_1302 with pseudo-sequence DRB1_1302. The binding affinity (normalized) is 0.578.